Dataset: Reaction yield outcomes from USPTO patents with 853,638 reactions. Task: Predict the reaction yield, written as a fraction of the theoretical maximum amount of product (1.0 means a 100% yield; for example, 0.34 means a 34% yield). (1) The reactants are [OH:1][CH:2]([CH3:33])[CH2:3][N:4]([CH2:29][CH:30]([OH:32])[CH3:31])[C:5]1[C:22]([N+:23]([O-:25])=[O:24])=[CH:21][C:20]([N+:26]([O-:28])=[O:27])=[CH:19][C:6]=1[C:7]([NH:9][CH2:10][CH2:11][O:12][CH:13]1[CH2:18][CH2:17][CH2:16][CH2:15][O:14]1)=[O:8].[CH3:34][S:35](Cl)(=[O:37])=[O:36]. No catalyst specified. The product is [CH3:34][S:35]([O:1][CH:2]([CH3:33])[CH2:3][N:4]([CH2:29][CH:30]([O:32][S:35]([CH3:34])(=[O:37])=[O:36])[CH3:31])[C:5]1[C:6]([C:7]([NH:9][CH2:10][CH2:11][O:12][CH:13]2[CH2:18][CH2:17][CH2:16][CH2:15][O:14]2)=[O:8])=[CH:19][C:20]([N+:26]([O-:28])=[O:27])=[CH:21][C:22]=1[N+:23]([O-:25])=[O:24])(=[O:37])=[O:36]. The yield is 1.00. (2) The reactants are [CH2:1]([O:8][C:9](=[O:34])[N:10]([CH2:15][CH:16]([OH:33])[CH:17]([NH:25]C(OC(C)(C)C)=O)[CH2:18][C:19]1[CH:24]=[CH:23][CH:22]=[CH:21][CH:20]=1)[CH2:11][CH:12]([CH3:14])[CH3:13])[C:2]1[CH:7]=[CH:6][CH:5]=[CH:4][CH:3]=1.Cl.C(N(CC)C(C)C)(C)C.[O:45]1[CH:49]2[O:50][CH2:51][CH2:52][CH:48]2[CH:47]([O:53][C:54](=[O:63])ON2C(=O)CCC2=O)[CH2:46]1. The catalyst is O1CCOCC1. The product is [CH2:1]([O:8][C:9](=[O:34])[N:10]([CH2:15][CH:16]([OH:33])[CH:17]([NH:25][C:54]([O:53][CH:47]1[CH:48]2[CH:49]([O:50][CH2:51][CH2:52]2)[O:45][CH2:46]1)=[O:63])[CH2:18][C:19]1[CH:24]=[CH:23][CH:22]=[CH:21][CH:20]=1)[CH2:11][CH:12]([CH3:13])[CH3:14])[C:2]1[CH:3]=[CH:4][CH:5]=[CH:6][CH:7]=1. The yield is 0.730. (3) The reactants are [CH3:1][C:2]1[CH:3]=[C:4]([CH:7]=[C:8]([CH3:10])[CH:9]=1)[CH:5]=O.[OH:11][C:12]1[CH:17]=[CH:16][C:15]([CH2:18][C:19]([OH:21])=[O:20])=[CH:14][CH:13]=1.C([O-])(=O)C.[K+].C(OC(=O)C)(=O)C. The catalyst is O. The product is [CH3:1][C:2]1[CH:3]=[C:4]([CH:5]=[C:18]([C:15]2[CH:16]=[CH:17][C:12]([OH:11])=[CH:13][CH:14]=2)[C:19]([OH:21])=[O:20])[CH:7]=[C:8]([CH3:10])[CH:9]=1. The yield is 0.420. (4) The reactants are [CH2:1]([S:3][C:4]1[CH:11]=[CH:10][C:7]([CH:8]=[O:9])=[CH:6][CH:5]=1)[CH3:2].C1C=C(Cl)C=C(C(OO)=[O:20])C=1.[OH-:23].[Na+]. The catalyst is ClCCl. The product is [CH2:1]([S:3]([C:4]1[CH:11]=[CH:10][C:7]([CH:8]=[O:9])=[CH:6][CH:5]=1)(=[O:20])=[O:23])[CH3:2]. The yield is 0.740. (5) The reactants are Br[C:2]1[S:3][C:4]2[CH:10]=[C:9]([C:11]([O:13][CH2:14][CH3:15])=[O:12])[CH:8]=[CH:7][C:5]=2[N:6]=1.[CH3:16][S-:17].[Na+]. The catalyst is C1COCC1. The product is [CH3:16][S:17][C:2]1[S:3][C:4]2[CH:10]=[C:9]([C:11]([O:13][CH2:14][CH3:15])=[O:12])[CH:8]=[CH:7][C:5]=2[N:6]=1. The yield is 0.830. (6) The reactants are [O:1]1[C:5]2[CH:6]=[CH:7][CH:8]=[CH:9][C:4]=2[CH:3]=[C:2]1[C:10]1[C:18]2[C:17]([O:19][CH:20]3[CH2:25][CH2:24][CH:23]([N:26](C)[C:27](=O)OC(C)(C)C)[CH2:22][CH2:21]3)=[N:16][CH:15]=[N:14][C:13]=2[S:12][CH:11]=1.Cl.C(=O)([O-])[O-].[Na+].[Na+]. The catalyst is ClCCl. The product is [O:1]1[C:5]2[CH:6]=[CH:7][CH:8]=[CH:9][C:4]=2[CH:3]=[C:2]1[C:10]1[C:18]2[C:17]([O:19][CH:20]3[CH2:21][CH2:22][CH:23]([NH:26][CH3:27])[CH2:24][CH2:25]3)=[N:16][CH:15]=[N:14][C:13]=2[S:12][CH:11]=1. The yield is 0.840.